From a dataset of Experimentally validated miRNA-target interactions with 360,000+ pairs, plus equal number of negative samples. Binary Classification. Given a miRNA mature sequence and a target amino acid sequence, predict their likelihood of interaction. (1) The miRNA is hsa-miR-4478 with sequence GAGGCUGAGCUGAGGAG. The protein sequence of the target gene is MGDKPIWEQIGSSFIQHYYQLFDNDRTQLGAIYIDASCLTWEGQQFQGKAAIVEKLSSLPFQKIQHSITAQDHQPTPDSCIISMVVGQLKADEDPIMGFHQMFLLKNINDAWVCTNDMFRLALHNFG. Result: 0 (no interaction). (2) The miRNA is hsa-miR-3689c with sequence CUGGGAGGUGUGAUAUUGUGGU. The protein sequence of the target gene is MEASGGVGGAFLKDVVAYVEVWSSKGTENYSRTFAKQLEDMGATVSKTLNKQVTHVIFKDGYQSTWDKAQKTGAKLVSVLWVEKCRMAGALVDESLFPAVNTDEHLPNLSRKKHKCMQPKDFILKTPENDKRLQKKFEKMAEELQRQKAALDDDVPVLLFESPRSLVYSSPVNVMKRRLQDMKEKRENLSPTSSQMLEQSQQNPCVSLFETSLNISHQPLSSDESFASGSHSSFGDSCGDQERKLGRSANEMTTVTCPSSPVLRASSFYGSASPNHLRQPRPQKAPDSPSKESINCQKDA.... Result: 0 (no interaction).